This data is from Full USPTO retrosynthesis dataset with 1.9M reactions from patents (1976-2016). The task is: Predict the reactants needed to synthesize the given product. Given the product [I:26][C:25]1[C:18]2[C:17]([N:1]3[CH2:6][CH2:5][O:4][CH2:3][CH2:2]3)=[N:22][CH:21]=[N:20][C:19]=2[N:23]([CH2:27][O:28][CH2:29][CH2:30][Si:31]([CH3:34])([CH3:33])[CH3:32])[CH:24]=1, predict the reactants needed to synthesize it. The reactants are: [NH:1]1[CH2:6][CH2:5][O:4][CH2:3][CH2:2]1.C(N(CC)C(C)C)(C)C.Cl[C:17]1[C:18]2[C:25]([I:26])=[CH:24][N:23]([CH2:27][O:28][CH2:29][CH2:30][Si:31]([CH3:34])([CH3:33])[CH3:32])[C:19]=2[N:20]=[CH:21][N:22]=1.